From a dataset of Full USPTO retrosynthesis dataset with 1.9M reactions from patents (1976-2016). Predict the reactants needed to synthesize the given product. Given the product [Cl:1][C:2]1[CH:10]=[CH:9][C:8]2[NH:7][C:6]3[C:18](=[O:21])[CH2:19][CH2:20][C:5]=3[C:4]=2[C:3]=1[Cl:22], predict the reactants needed to synthesize it. The reactants are: [Cl:1][C:2]1[CH:10]=[CH:9][C:8]2[N:7](C(OC(C)(C)C)=O)[C:6]3[C:18](=[O:21])[CH2:19][CH2:20][C:5]=3[C:4]=2[C:3]=1[Cl:22].C(O)(C(F)(F)F)=O.